This data is from Forward reaction prediction with 1.9M reactions from USPTO patents (1976-2016). The task is: Predict the product of the given reaction. (1) The product is: [F:28][C:29]1[CH:36]=[CH:35][C:32]([CH2:33][N:25]2[CH2:24][CH2:23][CH:22]([C:20]([C:4]3[CH:5]=[C:6]4[C:10](=[CH:11][C:3]=3[O:2][CH3:1])[N:9]([CH3:12])[CH:8]=[C:7]4[C:13](=[O:19])[C:14]([N:16]([CH3:18])[CH3:17])=[O:15])=[O:21])[CH2:27][CH2:26]2)=[CH:31][CH:30]=1. Given the reactants [CH3:1][O:2][C:3]1[CH:11]=[C:10]2[C:6]([C:7]([C:13](=[O:19])[C:14]([N:16]([CH3:18])[CH3:17])=[O:15])=[CH:8][N:9]2[CH3:12])=[CH:5][C:4]=1[C:20]([CH:22]1[CH2:27][CH2:26][NH:25][CH2:24][CH2:23]1)=[O:21].[F:28][C:29]1[CH:36]=[CH:35][C:32]([CH2:33]Br)=[CH:31][CH:30]=1, predict the reaction product. (2) Given the reactants [Cl:1][C:2]1[N:7]=[C:6]([C:8]2[S:12][C:11]([N:13]3[CH2:18][CH2:17][O:16][CH2:15][CH2:14]3)=[N:10][C:9]=2[C:19]2[C:20]([O:32][CH3:33])=[C:21]([NH:25]C(=O)OCC=C)[CH:22]=[CH:23][CH:24]=2)[CH:5]=[CH:4][N:3]=1.C(O)(=O)C.C([SnH](CCCC)CCCC)CCC, predict the reaction product. The product is: [Cl:1][C:2]1[N:7]=[C:6]([C:8]2[S:12][C:11]([N:13]3[CH2:14][CH2:15][O:16][CH2:17][CH2:18]3)=[N:10][C:9]=2[C:19]2[C:20]([O:32][CH3:33])=[C:21]([CH:22]=[CH:23][CH:24]=2)[NH2:25])[CH:5]=[CH:4][N:3]=1. (3) Given the reactants C([O:3][C:4](=O)[C:5]1[CH:10]=[C:9]([O:11][CH2:12][CH3:13])[C:8]([O:14][CH:15]([CH3:17])[CH3:16])=[CH:7][C:6]=1[NH2:18])C.C(O)(=O)C.[CH:24](N)=[NH:25], predict the reaction product. The product is: [CH2:12]([O:11][C:9]1[CH:10]=[C:5]2[C:6](=[CH:7][C:8]=1[O:14][CH:15]([CH3:17])[CH3:16])[N:18]=[CH:24][NH:25][C:4]2=[O:3])[CH3:13].